This data is from Reaction yield outcomes from USPTO patents with 853,638 reactions. The task is: Predict the reaction yield, written as a fraction of the theoretical maximum amount of product (1.0 means a 100% yield; for example, 0.34 means a 34% yield). The reactants are [C:1]([N:5]1[C:9]2=[N:10][C:11](F)=[CH:12][CH:13]=[C:8]2[C:7]([C:15]([OH:17])=O)=[N:6]1)([CH3:4])([CH3:3])[CH3:2].[CH2:18](N(CC)CC)[CH3:19].CCN=C=N[CH2:30][CH2:31][CH2:32][N:33](C)C.C1C=[N:40]C2N(O)N=NC=2C=1.C(CCC)C. The catalyst is C(Cl)Cl.N.CO. The product is [CH2:18]([CH:32]([NH:33][C:15]([C:7]1[C:8]2[C:9](=[N:10][C:11]([NH2:40])=[CH:12][CH:13]=2)[N:5]([C:1]([CH3:2])([CH3:3])[CH3:4])[N:6]=1)=[O:17])[CH2:31][CH3:30])[CH3:19]. The yield is 0.300.